This data is from Full USPTO retrosynthesis dataset with 1.9M reactions from patents (1976-2016). The task is: Predict the reactants needed to synthesize the given product. (1) Given the product [Br:1][C:2]1[CH:10]=[C:9]2[C:5]([C:6]([CH:7]=[O:11])=[N:12][NH:8]2)=[CH:4][CH:3]=1, predict the reactants needed to synthesize it. The reactants are: [Br:1][C:2]1[CH:10]=[C:9]2[C:5]([CH:6]=[CH:7][NH:8]2)=[CH:4][CH:3]=1.[OH2:11].[N:12]([O-])=O.[Na+].Cl. (2) Given the product [C:30]([O:29][CH:24]([C:15]1[N:14]([CH3:34])[C:13](=[O:35])[C:12]2[NH:8][CH:9]=[CH:10][C:11]=2[C:16]=1[C:17]1[CH:18]=[CH:19][C:20]([Cl:23])=[CH:21][CH:22]=1)[C:25]([O:27][CH3:28])=[O:26])([CH3:33])([CH3:31])[CH3:32], predict the reactants needed to synthesize it. The reactants are: C([N:8]1[C:12]2[C:13](=[O:35])[N:14]([CH3:34])[C:15]([CH:24]([O:29][C:30]([CH3:33])([CH3:32])[CH3:31])[C:25]([O:27][CH3:28])=[O:26])=[C:16]([C:17]3[CH:22]=[CH:21][C:20]([Cl:23])=[CH:19][CH:18]=3)[C:11]=2[CH:10]=[CH:9]1)C1C=CC=CC=1.[Li+].CC([N-]C(C)C)C. (3) Given the product [OH:8][C:9]1[CH:18]=[CH:17][C:12]([C:13]([O:15][CH3:16])=[O:14])=[C:11]([CH:19]([CH3:21])[CH3:20])[CH:10]=1, predict the reactants needed to synthesize it. The reactants are: C([O:8][C:9]1[CH:18]=[CH:17][C:12]([C:13]([O:15][CH3:16])=[O:14])=[C:11]([C:19]([CH3:21])=[CH2:20])[CH:10]=1)C1C=CC=CC=1. (4) Given the product [CH:1]1([C:10]([N:13]2[CH2:14][CH:15]=[C:16]([C:19]3[C:27]4[C:22](=[CH:23][CH:24]=[CH:25][CH:26]=4)[NH:21][CH:20]=3)[CH2:17][CH2:18]2)=[O:11])[C:9]2[C:4](=[CH:5][CH:6]=[CH:7][CH:8]=2)[CH2:3][CH2:2]1, predict the reactants needed to synthesize it. The reactants are: [CH:1]1([C:10](Cl)=[O:11])[C:9]2[C:4](=[CH:5][CH:6]=[CH:7][CH:8]=2)[CH2:3][CH2:2]1.[NH:13]1[CH2:18][CH:17]=[C:16]([C:19]2[C:27]3[C:22](=[CH:23][CH:24]=[CH:25][CH:26]=3)[NH:21][CH:20]=2)[CH2:15][CH2:14]1.C(N(CC)CC)C.[NH4+].[OH-].